From a dataset of Full USPTO retrosynthesis dataset with 1.9M reactions from patents (1976-2016). Predict the reactants needed to synthesize the given product. (1) Given the product [ClH:32].[CH2:17]1[CH:18]2[CH2:23][NH:22][CH2:21][CH:19]2[CH2:20][N:16]1[C:14]1[S:15][C:11]([C:8]2[N:9]=[N:10][N:6]([CH2:5][C:4]([O:3][CH2:1][CH3:2])=[O:31])[N:7]=2)=[CH:12][N:13]=1, predict the reactants needed to synthesize it. The reactants are: [CH2:1]([O:3][C:4](=[O:31])[CH2:5][N:6]1[N:10]=[N:9][C:8]([C:11]2[S:15][C:14]([N:16]3[CH2:20][CH:19]4[CH2:21][N:22](C(OC(C)(C)C)=O)[CH2:23][CH:18]4[CH2:17]3)=[N:13][CH:12]=2)=[N:7]1)[CH3:2].[ClH:32]. (2) Given the product [CH3:20][C@@:5]1([CH2:4][NH2:1])[O:10][C:9]2[C:11]([C:15]3[CH:19]=[CH:18][S:17][CH:16]=3)=[CH:12][CH:13]=[CH:14][C:8]=2[O:7][CH2:6]1, predict the reactants needed to synthesize it. The reactants are: [N:1]([CH2:4][C@@H:5]1[O:10][C:9]2[C:11]([C:15]3[CH:19]=[CH:18][S:17][CH:16]=3)=[CH:12][CH:13]=[CH:14][C:8]=2[O:7][CH2:6]1)=[N+]=[N-].[C:20]1(P(C2C=CC=CC=2)C2C=CC=CC=2)C=CC=CC=1. (3) Given the product [CH3:38][S:39]([N:4]1[CH2:5][CH2:6][N:7]([CH2:10][CH2:11][O:12][C:13]2[CH:14]=[CH:15][C:16]([N:19]3[CH2:20][CH2:21][N:22]([C:25]4[CH2:26][CH2:27][C:28]5[N:29]([C:31]([C:34]([F:35])([F:36])[F:37])=[N:32][N:33]=5)[N:30]=4)[CH2:23][CH2:24]3)=[CH:17][CH:18]=2)[CH2:8][CH2:9]1)(=[O:41])=[O:40], predict the reactants needed to synthesize it. The reactants are: C([N:4]1[CH2:9][CH2:8][N:7]([CH2:10][CH2:11][O:12][C:13]2[CH:18]=[CH:17][C:16]([N:19]3[CH2:24][CH2:23][N:22]([C:25]4[CH2:26][CH2:27][C:28]5[N:29]([C:31]([C:34]([F:37])([F:36])[F:35])=[N:32][N:33]=5)[N:30]=4)[CH2:21][CH2:20]3)=[CH:15][CH:14]=2)[CH2:6][CH2:5]1)(=O)C.[CH3:38][S:39](Cl)(=[O:41])=[O:40]. (4) Given the product [CH2:1]([C@@H:8]1[CH2:12][O:55][C:54](=[O:21])[N:9]1[C:14](=[O:17])[C@H:15]([CH3:16])[C@@H:45]([OH:48])[CH2:46][CH3:47])[C:2]1[CH:3]=[CH:4][CH:5]=[CH:6][CH:7]=1, predict the reactants needed to synthesize it. The reactants are: [CH2:1]([C@@H:8]1[CH2:12]OC(=O)[N:9]1[C:14](=[O:17])[CH2:15][CH3:16])[C:2]1[CH:7]=[CH:6][CH:5]=[CH:4][CH:3]=1.ClCCl.[O-:21]S(C(F)(F)F)(=O)=O.C([B+]CCCC)CCC.C(N(CC)CC)C.[CH:45](=[O:48])[CH2:46][CH3:47].P([O-])([O-])([O-])=O.[CH3:54][OH:55]. (5) Given the product [NH2:25][C:9]1[CH:8]=[C:7]2[C:12]([C:13]3[C:21](=[O:22])[C:20]4[CH:19]=[C:18]([O:23][CH3:24])[CH:17]=[CH:16][C:15]=4[C:14]=3[N:5]([CH2:4][CH2:3][CH2:2][Br:1])[C:6]2=[O:28])=[CH:11][CH:10]=1, predict the reactants needed to synthesize it. The reactants are: [Br:1][CH2:2][CH2:3][CH2:4][N:5]1[C:14]2[C:15]3[CH:16]=[CH:17][C:18]([O:23][CH3:24])=[CH:19][C:20]=3[C:21](=[O:22])[C:13]=2[C:12]2[C:7](=[CH:8][C:9]([N+:25]([O-])=O)=[CH:10][CH:11]=2)[C:6]1=[O:28].CO.C(OCC)(=O)C. (6) Given the product [CH3:1][O:2][C:3](=[O:26])[C:4]1[CH:5]=[CH:6][C:7]([C:10]2[N:14]([C:15]3[CH:20]=[CH:19][C:18]([O:21][CH2:35][C:36]4[CH:41]=[CH:40][CH:39]=[CH:38][CH:37]=4)=[CH:17][CH:16]=3)[C:13]3[CH:22]=[CH:23][CH:24]=[CH:25][C:12]=3[N:11]=2)=[CH:8][CH:9]=1, predict the reactants needed to synthesize it. The reactants are: [CH3:1][O:2][C:3](=[O:26])[C:4]1[CH:9]=[CH:8][C:7]([C:10]2[N:14]([C:15]3[CH:20]=[CH:19][C:18]([OH:21])=[CH:17][CH:16]=3)[C:13]3[CH:22]=[CH:23][CH:24]=[CH:25][C:12]=3[N:11]=2)=[CH:6][CH:5]=1.C(=O)([O-])[O-].[K+].[K+].[I-].[K+].[CH2:35](Br)[C:36]1[CH:41]=[CH:40][CH:39]=[CH:38][CH:37]=1. (7) Given the product [CH2:1]([O:3][C:4]([C:6]1([C:9]2[CH:10]=[CH:11][C:12]([C:15]3[CH:20]=[CH:19][C:18]([C:21]4[S:22][C:23]([F:29])=[CH:24][C:25]=4[NH:34][C:37]([O:66][C@@H:64]([C:58]4[CH:59]=[C:60]([F:63])[CH:61]=[CH:62][C:57]=4[F:56])[CH3:65])=[O:46])=[CH:17][C:16]=3[O:30][CH3:31])=[CH:13][CH:14]=2)[CH2:7][CH2:8]1)=[O:5])[CH3:2], predict the reactants needed to synthesize it. The reactants are: [CH2:1]([O:3][C:4]([C:6]1([C:9]2[CH:14]=[CH:13][C:12]([C:15]3[CH:20]=[CH:19][C:18]([C:21]4[S:22][C:23]([F:29])=[CH:24][C:25]=4C(O)=O)=[CH:17][C:16]=3[O:30][CH3:31])=[CH:11][CH:10]=2)[CH2:8][CH2:7]1)=[O:5])[CH3:2].C([N:34]([CH2:37]C)CC)C.C1(P(N=[N+]=[N-])(C2C=CC=CC=2)=[O:46])C=CC=CC=1.[F:56][C:57]1[CH:62]=[CH:61][C:60]([F:63])=[CH:59][C:58]=1[C@H:64]([OH:66])[CH3:65]. (8) Given the product [Cl:28][C:29]1[CH:36]=[CH:35][C:32](/[CH:33]=[CH:3]/[C:2]([N:10]2[C@H:14]([C:15]3[CH:16]=[CH:17][CH:18]=[CH:19][CH:20]=3)[CH2:13][O:12][C:11]2=[O:21])=[O:1])=[CH:31][CH:30]=1, predict the reactants needed to synthesize it. The reactants are: [O:1]=[C:2]([N:10]1[C@H:14]([C:15]2[CH:20]=[CH:19][CH:18]=[CH:17][CH:16]=2)[CH2:13][O:12][C:11]1=[O:21])[CH2:3]P(=O)(OC)OC.CC(C)([O-])C.[K+].[Cl:28][C:29]1[CH:36]=[CH:35][C:32]([CH:33]=O)=[CH:31][CH:30]=1. (9) The reactants are: [Br:1][C:2]1[C:3](Cl)=[N:4][C:5](Cl)=[N:6][CH:7]=1.[S:10]([NH2:20])(=[O:19])([C:12]1[CH:17]=[CH:16][C:15]([NH2:18])=[CH:14][CH:13]=1)=[O:11].C([N:24](CC)[CH:25]([CH3:27])[CH3:26])(C)C.C(OCC)C.[CH2:35](O)[CH2:36][CH2:37]C. Given the product [S:10]([C:12]1[CH:13]=[CH:14][C:15]([NH:18][C:5]2[N:4]=[C:3]([NH:24][C:25]3[CH:26]=[CH:37][C:36]([S:10](=[O:19])(=[O:11])[NH2:20])=[CH:35][CH:27]=3)[C:2]([Br:1])=[CH:7][N:6]=2)=[CH:16][CH:17]=1)(=[O:19])(=[O:11])[NH2:20], predict the reactants needed to synthesize it. (10) The reactants are: [NH2:1][C:2]1[N:7]=[C:6]([N:8]2[C:16]3[C:11](=[CH:12][CH:13]=[C:14](Br)[CH:15]=3)[C:10]([C:18]([N:20]([CH3:22])[CH3:21])=[O:19])=[N:9]2)[CH:5]=[CH:4][N:3]=1.N1CCCCC1.[S:29]1[CH:33]=[CH:32][N:31]=[C:30]1[C:34]([OH:38])([C:36]#[CH:37])[CH3:35]. Given the product [NH2:1][C:2]1[N:7]=[C:6]([N:8]2[C:16]3[C:11](=[CH:12][CH:13]=[C:14]([C:37]#[C:36][C:34]([OH:38])([C:30]4[S:29][CH:33]=[CH:32][N:31]=4)[CH3:35])[CH:15]=3)[C:10]([C:18]([N:20]([CH3:22])[CH3:21])=[O:19])=[N:9]2)[CH:5]=[CH:4][N:3]=1, predict the reactants needed to synthesize it.